This data is from Forward reaction prediction with 1.9M reactions from USPTO patents (1976-2016). The task is: Predict the product of the given reaction. Given the reactants Cl[C:2]1[CH:3]=[CH:4][C:5]2[N:6]([C:8]([CH:11]([C:13]3[CH:14]=[C:15]4[C:19](=[CH:20][C:21]=3[F:22])[N:18]([CH3:23])[N:17]=[CH:16]4)[CH3:12])=[CH:9][N:10]=2)[N:7]=1.[CH3:24][N:25]1[CH:29]=[C:28](B2OC(C)(C)C(C)(C)O2)[CH:27]=[N:26]1, predict the reaction product. The product is: [F:22][C:21]1[CH:20]=[C:19]2[C:15]([CH:16]=[N:17][N:18]2[CH3:23])=[CH:14][C:13]=1[CH:11]([C:8]1[N:6]2[N:7]=[C:2]([C:28]3[CH:27]=[N:26][N:25]([CH3:24])[CH:29]=3)[CH:3]=[CH:4][C:5]2=[N:10][CH:9]=1)[CH3:12].